This data is from Reaction yield outcomes from USPTO patents with 853,638 reactions. The task is: Predict the reaction yield, written as a fraction of the theoretical maximum amount of product (1.0 means a 100% yield; for example, 0.34 means a 34% yield). (1) The yield is 0.880. The catalyst is CCO.O. The product is [F:14][C:7]1[C:3]([C:4]([OH:6])=[O:5])=[C:2]([NH:22][C:23]2[CH:28]=[CH:27][CH:26]=[CH:25][CH:24]=2)[C:10]([N+:11]([O-:13])=[O:12])=[CH:9][CH:8]=1. The reactants are F[C:2]1[C:10]([N+:11]([O-:13])=[O:12])=[CH:9][CH:8]=[C:7]([F:14])[C:3]=1[C:4]([OH:6])=[O:5].CCN(CC)CC.[NH2:22][C:23]1[CH:28]=[CH:27][CH:26]=[CH:25][CH:24]=1.Cl. (2) The reactants are [CH2:1]([C:3]1[C:11]2[C:6](=[CH:7][CH:8]=[CH:9][CH:10]=2)[NH:5][C:4]=1[C:12]([NH:14][CH3:15])=O)[CH3:2].[H-].[Al+3].[Li+].[H-].[H-].[H-]. The product is [CH2:1]([C:3]1[C:11]2[C:6](=[CH:7][CH:8]=[CH:9][CH:10]=2)[NH:5][C:4]=1[CH2:12][NH:14][CH3:15])[CH3:2]. The catalyst is O1CCOCC1. The yield is 0.610. (3) The reactants are Cl.[CH2:2]([C:4]1[CH:5]=[N:6][C:7]([N:10]2[CH2:15][CH2:14][NH:13][CH2:12][CH2:11]2)=[N:8][CH:9]=1)[CH3:3].C1(C)C=CC=CC=1.C(=O)([O-])[O-].[K+].[K+].[Br:29][C:30]1[CH:31]=[N:32][C:33](Cl)=[C:34]([CH:37]=1)[C:35]#[N:36]. The catalyst is CN(C)C=O. The product is [Br:29][C:30]1[CH:31]=[N:32][C:33]([N:13]2[CH2:12][CH2:11][N:10]([C:7]3[N:6]=[CH:5][C:4]([CH2:2][CH3:3])=[CH:9][N:8]=3)[CH2:15][CH2:14]2)=[C:34]([CH:37]=1)[C:35]#[N:36]. The yield is 0.600. (4) The yield is 0.540. The catalyst is C1COCC1. The product is [F:9][C:10]1[CH:11]=[C:12]2[C:16](=[CH:17][CH:18]=1)[NH:15][C:14](=[O:19])[C@:13]12[CH2:2][C@H:20]1[C:21]1[CH:29]=[C:28]2[C:24]([C:25]([I:30])=[N:26][NH:27]2)=[CH:23][CH:22]=1. The reactants are [I-].[CH3:2][S+](C)(C)=O.[H-].[Na+].[F:9][C:10]1[CH:11]=[C:12]2[C:16](=[CH:17][CH:18]=1)[NH:15][C:14](=[O:19])/[C:13]/2=[CH:20]\[C:21]1[CH:29]=[C:28]2[C:24]([C:25]([I:30])=[N:26][NH:27]2)=[CH:23][CH:22]=1. (5) The reactants are [C:1]([C:5]1[CH:32]=[CH:31][C:8]2[N:9]([CH2:23][O:24][CH2:25][CH2:26][Si:27]([CH3:30])([CH3:29])[CH3:28])[C:10]([CH2:12][CH:13]3[CH2:16][CH:15]([C:17](N(OC)C)=[O:18])[CH2:14]3)=[N:11][C:7]=2[CH:6]=1)([CH3:4])([CH3:3])[CH3:2].[H-].C([Al+]CC(C)C)C(C)C. The catalyst is O1CCCC1.C1(C)C=CC=CC=1. The product is [C:1]([C:5]1[CH:32]=[CH:31][C:8]2[N:9]([CH2:23][O:24][CH2:25][CH2:26][Si:27]([CH3:28])([CH3:29])[CH3:30])[C:10]([CH2:12][CH:13]3[CH2:16][CH:15]([CH:17]=[O:18])[CH2:14]3)=[N:11][C:7]=2[CH:6]=1)([CH3:4])([CH3:2])[CH3:3]. The yield is 1.30. (6) The reactants are [CH2:1]([O:8][C:9]1[C:14]2[CH:15]=[C:16]([C:18](=O)[CH2:19]Br)[O:17][C:13]=2[CH:12]=[C:11]([F:22])[CH:10]=1)[C:2]1[CH:7]=[CH:6][CH:5]=[CH:4][CH:3]=1.[Br:23][C:24]1[S:28][C:27]([NH2:29])=[N:26][N:25]=1. The catalyst is C(O)(C)C. The product is [CH2:1]([O:8][C:9]1[C:14]2[CH:15]=[C:16]([C:18]3[N:29]=[C:27]4[N:26]([CH:19]=3)[N:25]=[C:24]([Br:23])[S:28]4)[O:17][C:13]=2[CH:12]=[C:11]([F:22])[CH:10]=1)[C:2]1[CH:7]=[CH:6][CH:5]=[CH:4][CH:3]=1. The yield is 0.570.